From a dataset of Forward reaction prediction with 1.9M reactions from USPTO patents (1976-2016). Predict the product of the given reaction. Given the reactants [C:1]([CH2:4][CH2:5][NH:6][C:7]1[CH:12]=[CH:11][C:10]([C:13]2[CH:14]=[C:15]([C:25]3[CH:30]=[CH:29][C:28]([C:31]([O:33]CC)=[O:32])=[CH:27][CH:26]=3)[CH:16]=[CH:17][C:18]=2[O:19][CH2:20][CH2:21][CH2:22][CH2:23][OH:24])=[CH:9][C:8]=1[C:36]([CH3:39])([CH3:38])[CH3:37])(=[O:3])[CH3:2].[OH-].[Na+], predict the reaction product. The product is: [C:1]([CH2:4][CH2:5][NH:6][C:7]1[CH:12]=[CH:11][C:10]([C:13]2[CH:14]=[C:15]([C:25]3[CH:30]=[CH:29][C:28]([C:31]([OH:33])=[O:32])=[CH:27][CH:26]=3)[CH:16]=[CH:17][C:18]=2[O:19][CH2:20][CH2:21][CH2:22][CH2:23][OH:24])=[CH:9][C:8]=1[C:36]([CH3:39])([CH3:38])[CH3:37])(=[O:3])[CH3:2].